From a dataset of Peptide-MHC class II binding affinity with 134,281 pairs from IEDB. Regression. Given a peptide amino acid sequence and an MHC pseudo amino acid sequence, predict their binding affinity value. This is MHC class II binding data. (1) The peptide sequence is REALAQTHSAIAVII. The MHC is HLA-DQA10401-DQB10402 with pseudo-sequence HLA-DQA10401-DQB10402. The binding affinity (normalized) is 0.305. (2) The peptide sequence is GELQIVDKIDAAFKA. The MHC is DRB1_0404 with pseudo-sequence DRB1_0404. The binding affinity (normalized) is 0.371. (3) The peptide sequence is SFKVAATAANAAPAN. The MHC is DRB1_0401 with pseudo-sequence DRB1_0401. The binding affinity (normalized) is 0.606. (4) The peptide sequence is GRLIQNSITIERMVL. The MHC is DRB4_0101 with pseudo-sequence DRB4_0103. The binding affinity (normalized) is 0.621. (5) The peptide sequence is KAGFVILKTFTPGAE. The MHC is DRB1_0701 with pseudo-sequence DRB1_0701. The binding affinity (normalized) is 0.664. (6) The peptide sequence is VLAVGPAYSAHCIGI. The MHC is DRB1_0901 with pseudo-sequence DRB1_0901. The binding affinity (normalized) is 0.723. (7) The peptide sequence is AVRVSPGQLDAQAYGVK. The MHC is DRB1_0701 with pseudo-sequence DRB1_0701. The binding affinity (normalized) is 0. (8) The peptide sequence is IGDLGRDELMELASD. The MHC is DRB1_0101 with pseudo-sequence DRB1_0101. The binding affinity (normalized) is 0.0770. (9) The peptide sequence is WGAIWRIDTPDKLTGPFTVR. The MHC is HLA-DQA10401-DQB10402 with pseudo-sequence HLA-DQA10401-DQB10402. The binding affinity (normalized) is 0.144.